Dataset: Full USPTO retrosynthesis dataset with 1.9M reactions from patents (1976-2016). Task: Predict the reactants needed to synthesize the given product. (1) Given the product [C:19]([O:11][CH2:10]/[CH:9]=[C:7](\[CH3:8])/[CH2:6][CH2:5][CH:4]=[C:2]([CH3:1])[CH3:3])(=[O:22])[CH:20]=[CH2:21], predict the reactants needed to synthesize it. The reactants are: [CH3:1][C:2](=[CH:4][CH2:5][CH2:6]/[C:7](=[CH:9]/[CH2:10][OH:11])/[CH3:8])[CH3:3].C(N(CC)CC)C.[C:19](Cl)(=[O:22])[CH:20]=[CH2:21].C1C2NC3C(=CC=CC=3)SC=2C=CC=1. (2) Given the product [OH:16][CH2:17][CH2:18][CH2:19][CH2:20][CH2:21][CH2:22][CH2:23][CH2:24][CH2:25][C:26]([O:28][CH2:31][C:30]([Cl:34])([Cl:33])[Cl:29])=[O:27], predict the reactants needed to synthesize it. The reactants are: C1(N=C=NC2CCCCC2)CCCCC1.[OH:16][CH2:17][CH2:18][CH2:19][CH2:20][CH2:21][CH2:22][CH2:23][CH2:24][CH2:25][C:26]([OH:28])=[O:27].[Cl:29][C:30]([Cl:34])([Cl:33])[CH2:31]O.N1C=CC=CC=1. (3) Given the product [CH:23]1([CH2:22][N:11]2[C:10](=[O:26])[C@H:9]([NH:8][C:28]([N:61]3[CH2:62][CH2:63][CH:58]([N:57]4[CH2:56][CH2:55][C:54]5[CH:64]=[CH:65][CH:66]=[CH:67][C:53]=5[NH:52][C:51]4=[O:50])[CH2:59][CH2:60]3)=[O:29])[CH2:15][O:14][C@@H:13]([C:16]3[CH:21]=[CH:20][CH:19]=[CH:18][CH:17]=3)[CH2:12]2)[CH2:25][CH2:24]1, predict the reactants needed to synthesize it. The reactants are: C(N(CC)CC)C.[NH2:8][C@@H:9]1[CH2:15][O:14][C@@H:13]([C:16]2[CH:21]=[CH:20][CH:19]=[CH:18][CH:17]=2)[CH2:12][N:11]([CH2:22][CH:23]2[CH2:25][CH2:24]2)[C:10]1=[O:26].Cl[C:28](OC1C=CC([N+]([O-])=O)=CC=1)=[O:29].C(N(C(C)C)CC)(C)C.[Cl-].[O:50]=[C:51]1[N:57]([CH:58]2[CH2:63][CH2:62][NH2+:61][CH2:60][CH2:59]2)[CH2:56][CH2:55][C:54]2[CH:64]=[CH:65][CH:66]=[CH:67][C:53]=2[NH:52]1. (4) Given the product [CH3:8][CH:9]1[NH:14][CH2:13][CH:12]([C:15]([O:17][CH3:18])=[O:16])[CH2:11][CH2:10]1, predict the reactants needed to synthesize it. The reactants are: C(=O)([O-])[O-].[K+].[K+].Cl.[CH3:8][CH:9]1[NH:14][CH2:13][CH:12]([C:15]([O:17][CH3:18])=[O:16])[CH2:11][CH2:10]1. (5) Given the product [CH3:35][N:36]([CH3:37])[C:21]1[CH:20]=[CH:19][C:18]([CH:17]=[CH:16][C:15](=[O:27])[CH:10]=[C:11]([OH:14])[CH3:12])=[CH:23][CH:22]=1, predict the reactants needed to synthesize it. The reactants are: CN(C1C=CC=CC=1[CH:10]([C:15](=[O:27])[CH:16]=[CH:17][C:18]1[CH:23]=[C:22](F)[CH:21]=[CH:20][C:19]=1OC)[C:11](=[O:14])[CH:12]=C)C.C(CC(=O)C)(=O)C.[CH3:35][N:36](C)[C:37]1C=CC(C=O)=CC=1.B(OCCCC)(OCCCC)OCCCC.C(N)CCC.Cl. (6) The reactants are: [CH2:1]([N:8]1[CH2:13][C:12](=[O:14])[NH:11][C@H:10]([CH2:15][C:16]([O:18]CC2C=CC=CC=2)=[O:17])[C:9]1=[O:26])[C:2]1[CH:7]=[CH:6][CH:5]=[CH:4][CH:3]=1. Given the product [CH2:1]([N:8]1[CH2:13][C:12](=[O:14])[NH:11][C@H:10]([CH2:15][C:16]([OH:18])=[O:17])[C:9]1=[O:26])[C:2]1[CH:3]=[CH:4][CH:5]=[CH:6][CH:7]=1, predict the reactants needed to synthesize it.